This data is from Full USPTO retrosynthesis dataset with 1.9M reactions from patents (1976-2016). The task is: Predict the reactants needed to synthesize the given product. (1) Given the product [N:4]1([C:5]([O:6][C:7]([CH3:8])([CH3:9])[CH3:10])=[O:11])[CH2:1][CH:14]=[CH:13][CH2:12]1, predict the reactants needed to synthesize it. The reactants are: [CH2:1]([N:4]([CH2:12][CH:13]=[CH2:14])[C:5](=[O:11])[O:6][C:7]([CH3:10])([CH3:9])[CH3:8])C=C. (2) The reactants are: N1C=CC=CC=1.[NH:7]1[C:15]2[C:10](=[CH:11][CH:12]=[CH:13][CH:14]=2)[CH:9]=[CH:8]1.Cl[C:17](=[O:23])[C:18]([O:20][CH2:21][CH3:22])=[O:19]. Given the product [NH:7]1[C:15]2[C:10](=[CH:11][CH:12]=[CH:13][CH:14]=2)[C:9]([C:17](=[O:23])[C:18]([O:20][CH2:21][CH3:22])=[O:19])=[CH:8]1, predict the reactants needed to synthesize it. (3) Given the product [C:20]([C:19]1[CH:22]=[CH:23][C:16]([N:4]2[C:5](=[O:15])[C:6]([CH2:13][O:14][CH:40]([CH2:39][CH:38]=[O:44])[C:41]([OH:43])=[O:42])([C:7]3[CH:8]=[CH:9][CH:10]=[CH:11][CH:12]=3)[N:2]([CH3:1])[C:3]2=[O:28])=[CH:17][C:18]=1[C:24]([F:25])([F:27])[F:26])#[N:21], predict the reactants needed to synthesize it. The reactants are: [CH3:1][N:2]1[C:6]([CH2:13][OH:14])([C:7]2[CH:12]=[CH:11][CH:10]=[CH:9][CH:8]=2)[C:5](=[O:15])[N:4]([C:16]2[CH:23]=[CH:22][C:19]([C:20]#[N:21])=[C:18]([C:24]([F:27])([F:26])[F:25])[CH:17]=2)[C:3]1=[O:28].CN(C1C=CC=CN=1)C.[C:38]1(=[O:44])[O:43][C:41](=[O:42])[CH2:40][CH2:39]1. (4) Given the product [CH2:3]([O:10][C:11]1[N:16]=[CH:15][C:14]([CH2:17][OH:18])=[CH:13][CH:12]=1)[C:4]1[CH:5]=[CH:6][CH:7]=[CH:8][CH:9]=1, predict the reactants needed to synthesize it. The reactants are: CO.[CH2:3]([O:10][C:11]1[N:16]=[CH:15][C:14]([CH:17]=[O:18])=[CH:13][CH:12]=1)[C:4]1[CH:9]=[CH:8][CH:7]=[CH:6][CH:5]=1.[BH4-].[Na+]. (5) The reactants are: Br[CH2:2][C:3]1[C:12]2[C:7](=[C:8]([F:14])[C:9]([F:13])=[CH:10][CH:11]=2)[NH:6][C:5](=[O:15])[CH:4]=1.[CH2:16]([C:18]1[NH:22][C:21]2[CH:23]=[CH:24][CH:25]=[CH:26][C:20]=2[N:19]=1)[CH3:17]. Given the product [F:13][C:9]1[C:8]([F:14])=[C:7]2[C:12]([C:3]([CH2:2][N:19]3[C:20]4[CH:26]=[CH:25][CH:24]=[CH:23][C:21]=4[N:22]=[C:18]3[CH2:16][CH3:17])=[CH:4][C:5](=[O:15])[NH:6]2)=[CH:11][CH:10]=1, predict the reactants needed to synthesize it.